Predict the reaction yield, written as a fraction of the theoretical maximum amount of product (1.0 means a 100% yield; for example, 0.34 means a 34% yield). From a dataset of Reaction yield outcomes from USPTO patents with 853,638 reactions. (1) The reactants are [C:1]([O:5][C:6]([N:8]([CH2:10][C:11]1[CH:12]=[C:13]([C:29]2[CH:34]=[CH:33][CH:32]=[CH:31][CH:30]=2)[N:14]([S:16]([C:19]2[CH:20]=[C:21]([CH:26]=[CH:27][CH:28]=2)[C:22]([O:24]C)=[O:23])(=[O:18])=[O:17])[CH:15]=1)[CH3:9])=[O:7])([CH3:4])([CH3:3])[CH3:2].[OH-].[Na+].Cl. The catalyst is O1CCCC1.CO. The product is [C:1]([O:5][C:6]([N:8]([CH2:10][C:11]1[CH:12]=[C:13]([C:29]2[CH:30]=[CH:31][CH:32]=[CH:33][CH:34]=2)[N:14]([S:16]([C:19]2[CH:20]=[C:21]([CH:26]=[CH:27][CH:28]=2)[C:22]([OH:24])=[O:23])(=[O:18])=[O:17])[CH:15]=1)[CH3:9])=[O:7])([CH3:4])([CH3:2])[CH3:3]. The yield is 0.830. (2) The reactants are [H-].[Na+].[N+:3]([C:6]1[CH:11]=[CH:10][C:9]([CH2:12][C:13]#[N:14])=[CH:8][CH:7]=1)([O-:5])=[O:4].Br[CH2:16][CH2:17][S:18]([CH2:21][CH2:22]Br)(=[O:20])=[O:19]. The catalyst is CS(C)=O.C1COCC1. The product is [N+:3]([C:6]1[CH:7]=[CH:8][C:9]([C:12]2([C:13]#[N:14])[CH2:22][CH2:21][S:18](=[O:20])(=[O:19])[CH2:17][CH2:16]2)=[CH:10][CH:11]=1)([O-:5])=[O:4]. The yield is 0.980. (3) The reactants are Br[C:2]1[CH:25]=[CH:24][C:5]2[C:6]3[N:7]=[C:8]([C:14]4[N:15]([CH2:19][C:20]([F:23])([F:22])[F:21])[N:16]=[CH:17][N:18]=4)[S:9][C:10]=3[CH2:11][CH2:12][O:13][C:4]=2[CH:3]=1.CC1(C)C(C)(C)OB([C:34]2[CH:35]=[N:36][N:37]([CH2:39][CH2:40][N:41]3[CH2:46][CH2:45][O:44][CH2:43][CH2:42]3)[CH:38]=2)O1. No catalyst specified. The product is [N:41]1([CH2:40][CH2:39][N:37]2[CH:38]=[C:34]([C:25]3[CH:2]=[CH:3][C:4]4[O:13][CH2:12][CH2:11][C:10]5[S:9][C:8]([C:14]6[N:15]([CH2:19][C:20]([F:21])([F:22])[F:23])[N:16]=[CH:17][N:18]=6)=[N:7][C:6]=5[C:5]=4[CH:24]=3)[CH:35]=[N:36]2)[CH2:42][CH2:43][O:44][CH2:45][CH2:46]1. The yield is 0.170. (4) The reactants are [CH:1]1([N:7]2[C:11]3[CH:12]=[CH:13][C:14]([C:16](O)=[O:17])=[CH:15][C:10]=3[N:9]=[C:8]2[C:19]2[CH:20]=[C:21]3[C:26](=[CH:27][CH:28]=2)[N:25]=[C:24]([C:29]2[CH:34]=[CH:33][CH:32]=[CH:31][CH:30]=2)[CH:23]=[CH:22]3)[CH2:6][CH2:5][CH2:4][CH2:3][CH2:2]1.ClC1C=CC(C2C(C3C=CC4C(=CC=C(C5N(C6CCCCC6)C6C=CC(C(NC(CC7C8C(=CC=C(O)C=8)NC=7)C(O)=O)=O)=CC=6N=5)C=4)N=3)=CC(C(N3CCCC3)=O)=CC=2)=CC=1.C[O:99][C:100](=[O:109])[C@H:101]([CH2:103][CH2:104][C:105]([O:107]C)=[O:106])[NH2:102].[OH-].[Na+]. No catalyst specified. The product is [CH:1]1([N:7]2[C:11]3[CH:12]=[CH:13][C:14]([C:16]([NH:102][CH:101]([CH2:103][CH2:104][C:105]([OH:107])=[O:106])[C:100]([OH:99])=[O:109])=[O:17])=[CH:15][C:10]=3[N:9]=[C:8]2[C:19]2[CH:20]=[C:21]3[C:26](=[CH:27][CH:28]=2)[N:25]=[C:24]([C:29]2[CH:30]=[CH:31][CH:32]=[CH:33][CH:34]=2)[CH:23]=[CH:22]3)[CH2:6][CH2:5][CH2:4][CH2:3][CH2:2]1. The yield is 0.150. (5) The reactants are Cl.O1CCOCC1.C(OC([NH:15][CH2:16][CH2:17][N:18]1[C:22]([C:23](OCC)=[O:24])=[CH:21][C:20]([C:28]([O:30][CH2:31][CH3:32])=[O:29])=[N:19]1)=O)(C)(C)C. The catalyst is C([O-])(O)=O.[Na+]. The product is [O:24]=[C:23]1[NH:15][CH2:16][CH2:17][N:18]2[N:19]=[C:20]([C:28]([O:30][CH2:31][CH3:32])=[O:29])[CH:21]=[C:22]12. The yield is 0.770. (6) The reactants are [N+](=[C:3]([C:8]1[CH:13]=[CH:12][CH:11]=[CH:10][CH:9]=1)[C:4]([O:6][CH3:7])=[O:5])=[N-].[CH:14](/[C:18]1[CH:23]=[CH:22][CH:21]=[CH:20][CH:19]=1)=[CH:15]\[CH:16]=[CH2:17]. The catalyst is C1(C)C=CC=CC=1. The product is [C:8]1([C:3]2([C:4]([O:6][CH3:7])=[O:5])[CH2:17][CH:16]2/[CH:15]=[CH:14]/[C:18]2[CH:23]=[CH:22][CH:21]=[CH:20][CH:19]=2)[CH:13]=[CH:12][CH:11]=[CH:10][CH:9]=1. The yield is 0.930.